Dataset: NCI-60 drug combinations with 297,098 pairs across 59 cell lines. Task: Regression. Given two drug SMILES strings and cell line genomic features, predict the synergy score measuring deviation from expected non-interaction effect. (1) Drug 1: C1CCC(C1)C(CC#N)N2C=C(C=N2)C3=C4C=CNC4=NC=N3. Drug 2: CN(CCCl)CCCl.Cl. Cell line: LOX IMVI. Synergy scores: CSS=10.1, Synergy_ZIP=-6.71, Synergy_Bliss=-1.74, Synergy_Loewe=0.451, Synergy_HSA=0.535. (2) Drug 1: C1CCC(C1)C(CC#N)N2C=C(C=N2)C3=C4C=CNC4=NC=N3. Drug 2: CN1CCC(CC1)COC2=C(C=C3C(=C2)N=CN=C3NC4=C(C=C(C=C4)Br)F)OC. Cell line: MDA-MB-435. Synergy scores: CSS=0.453, Synergy_ZIP=4.60, Synergy_Bliss=8.97, Synergy_Loewe=-0.462, Synergy_HSA=2.71. (3) Drug 2: CC1=C(C(=CC=C1)Cl)NC(=O)C2=CN=C(S2)NC3=CC(=NC(=N3)C)N4CCN(CC4)CCO. Cell line: NCI/ADR-RES. Drug 1: C1C(C(OC1N2C=NC3=C(N=C(N=C32)Cl)N)CO)O. Synergy scores: CSS=31.1, Synergy_ZIP=-1.70, Synergy_Bliss=-5.72, Synergy_Loewe=-15.3, Synergy_HSA=-6.42. (4) Drug 1: C1=CC(=CC=C1CCC2=CNC3=C2C(=O)NC(=N3)N)C(=O)NC(CCC(=O)O)C(=O)O. Drug 2: C1=NC(=NC(=O)N1C2C(C(C(O2)CO)O)O)N. Cell line: HOP-92. Synergy scores: CSS=12.5, Synergy_ZIP=-5.15, Synergy_Bliss=-2.80, Synergy_Loewe=-1.32, Synergy_HSA=-0.502. (5) Drug 1: CC1=C2C(C(=O)C3(C(CC4C(C3C(C(C2(C)C)(CC1OC(=O)C(C(C5=CC=CC=C5)NC(=O)OC(C)(C)C)O)O)OC(=O)C6=CC=CC=C6)(CO4)OC(=O)C)O)C)O. Drug 2: CC1=C(C(=O)C2=C(C1=O)N3CC4C(C3(C2COC(=O)N)OC)N4)N. Cell line: U251. Synergy scores: CSS=61.7, Synergy_ZIP=-6.43, Synergy_Bliss=-8.30, Synergy_Loewe=-14.6, Synergy_HSA=-1.02. (6) Drug 1: CN1CCC(CC1)COC2=C(C=C3C(=C2)N=CN=C3NC4=C(C=C(C=C4)Br)F)OC. Drug 2: CC1CCCC2(C(O2)CC(NC(=O)CC(C(C(=O)C(C1O)C)(C)C)O)C(=CC3=CSC(=N3)C)C)C. Cell line: CAKI-1. Synergy scores: CSS=44.8, Synergy_ZIP=-4.01, Synergy_Bliss=0.132, Synergy_Loewe=3.54, Synergy_HSA=3.78. (7) Drug 2: C(=O)(N)NO. Drug 1: CC1=C(C=C(C=C1)NC(=O)C2=CC=C(C=C2)CN3CCN(CC3)C)NC4=NC=CC(=N4)C5=CN=CC=C5. Cell line: IGROV1. Synergy scores: CSS=-0.641, Synergy_ZIP=-0.300, Synergy_Bliss=-1.66, Synergy_Loewe=-1.94, Synergy_HSA=-2.01. (8) Drug 2: C1CNP(=O)(OC1)N(CCCl)CCCl. Synergy scores: CSS=21.1, Synergy_ZIP=-4.10, Synergy_Bliss=-2.76, Synergy_Loewe=-15.4, Synergy_HSA=-1.58. Drug 1: C1CC2CC3=C(CC1C24CN(S(=O)(=O)N4)CC(F)(F)F)C=CC(=C3)C=CCN5CCC(CC5)C(F)(F)F. Cell line: NCI-H460. (9) Drug 1: CC=C1C(=O)NC(C(=O)OC2CC(=O)NC(C(=O)NC(CSSCCC=C2)C(=O)N1)C(C)C)C(C)C. Drug 2: C1=NC(=NC(=O)N1C2C(C(C(O2)CO)O)O)N. Cell line: M14. Synergy scores: CSS=44.5, Synergy_ZIP=-1.45, Synergy_Bliss=-2.94, Synergy_Loewe=-26.9, Synergy_HSA=-4.41.